This data is from Full USPTO retrosynthesis dataset with 1.9M reactions from patents (1976-2016). The task is: Predict the reactants needed to synthesize the given product. (1) Given the product [Cl:1][C:2]1[C:3]([O:9][C:10]2[CH:24]=[C:23]([O:25][CH2:26][CH2:27][O:28][CH3:29])[CH:22]=[CH:21][C:11]=2/[CH:12]=[C:13](\[CH2:19][CH3:20])/[C:14]([OH:16])=[O:15])=[N:4][CH:5]=[C:6]([Cl:8])[CH:7]=1, predict the reactants needed to synthesize it. The reactants are: [Cl:1][C:2]1[C:3]([O:9][C:10]2[CH:24]=[C:23]([O:25][CH2:26][CH2:27][O:28][CH3:29])[CH:22]=[CH:21][C:11]=2/[CH:12]=[C:13](\[CH2:19][CH3:20])/[C:14]([O:16]CC)=[O:15])=[N:4][CH:5]=[C:6]([Cl:8])[CH:7]=1.[OH-].[Na+]. (2) The reactants are: [F:1][CH:2]([F:22])[C:3]1[NH:7][C:6]2[C:8]([C:18]([O:20][CH3:21])=[O:19])=[CH:9][C:10]([N:12]3[CH2:17][CH2:16][O:15][CH2:14][CH2:13]3)=[CH:11][C:5]=2[N:4]=1.C([O-])([O-])=O.[K+].[K+].Br[CH2:30][C:31]1[C:40]2[C:35](=[CH:36][CH:37]=[CH:38][CH:39]=2)[CH:34]=[CH:33][CH:32]=1. Given the product [F:22][CH:2]([F:1])[C:3]1[N:4]([CH2:30][C:31]2[C:40]3[C:35](=[CH:36][CH:37]=[CH:38][CH:39]=3)[CH:34]=[CH:33][CH:32]=2)[C:5]2[CH:11]=[C:10]([N:12]3[CH2:17][CH2:16][O:15][CH2:14][CH2:13]3)[CH:9]=[C:8]([C:18]([O:20][CH3:21])=[O:19])[C:6]=2[N:7]=1, predict the reactants needed to synthesize it. (3) The reactants are: [Br:1][C:2]1[CH:7]=[CH:6][C:5]([S:8](Cl)(=[O:10])=[O:9])=[C:4]([O:12][C:13]([F:16])([F:15])[F:14])[CH:3]=1.[NH2:17][CH2:18][CH2:19][CH2:20][CH2:21][OH:22]. Given the product [OH:22][CH2:21][CH2:20][CH2:19][CH2:18][NH:17][S:8]([C:5]1[CH:6]=[CH:7][C:2]([Br:1])=[CH:3][C:4]=1[O:12][C:13]([F:16])([F:15])[F:14])(=[O:10])=[O:9], predict the reactants needed to synthesize it. (4) The reactants are: [N:1]1[CH:6]=[CH:5][CH:4]=[CH:3][C:2]=1[C:7]1([C:13]#[N:14])[CH2:12][CH2:11][NH:10][CH2:9][CH2:8]1.CCN(C(C)C)C(C)C.[CH2:24]([S:27](Cl)(=[O:29])=[O:28])[CH2:25][CH3:26].[OH-].[Na+]. Given the product [CH2:24]([S:27]([N:10]1[CH2:9][CH2:8][C:7]([C:2]2[CH:3]=[CH:4][CH:5]=[CH:6][N:1]=2)([C:13]#[N:14])[CH2:12][CH2:11]1)(=[O:29])=[O:28])[CH2:25][CH3:26], predict the reactants needed to synthesize it. (5) Given the product [C:3]([C:5]1[C:6]([C:7]([N:9]([CH3:13])[CH2:10][CH2:11][CH3:12])=[O:8])=[CH:14][CH:15]=[CH:16][C:4]=1[C:3]([OH:2])=[O:22])(=[O:23])[CH:4]([CH3:16])[CH3:5], predict the reactants needed to synthesize it. The reactants are: C[O:2][C:3](=[O:22])[C:4]1[CH:16]=[C:15](C(=O)C(C)C)[CH:14]=[C:6]([C:7]([N:9]([CH3:13])[CH2:10][CH2:11][CH3:12])=[O:8])[CH:5]=1.[OH-:23].[Na+].Cl.